This data is from Reaction yield outcomes from USPTO patents with 853,638 reactions. The task is: Predict the reaction yield, written as a fraction of the theoretical maximum amount of product (1.0 means a 100% yield; for example, 0.34 means a 34% yield). (1) The reactants are [NH2:1][C:2]1[N:10]=[C:9]2[C:5]([N:6]=[C:7]([C:11]3[CH:16]=[CH:15][C:14]([F:17])=[CH:13][CH:12]=3)[NH:8]2)=[C:4]([N:18]2[CH2:24][CH2:23][CH2:22][NH:21][CH2:20][CH2:19]2)[N:3]=1.C(=O)([O-])[O-].[K+].[K+].[Cl:31][C:32]1[CH:42]=[CH:41][C:35]([O:36][CH2:37][C:38](Cl)=[O:39])=[CH:34][CH:33]=1. The catalyst is O1CCOCC1.CO.O1CCOCC1. The product is [NH2:1][C:2]1[N:10]=[C:9]2[C:5]([N:6]=[C:7]([C:11]3[CH:12]=[CH:13][C:14]([F:17])=[CH:15][CH:16]=3)[NH:8]2)=[C:4]([N:18]2[CH2:24][CH2:23][CH2:22][N:21]([C:38](=[O:39])[CH2:37][O:36][C:35]3[CH:41]=[CH:42][C:32]([Cl:31])=[CH:33][CH:34]=3)[CH2:20][CH2:19]2)[N:3]=1. The yield is 0.600. (2) The yield is 0.752. The reactants are [N+:1]([C:4]1[CH:31]=[CH:30][C:7]([O:8][C:9]2[CH:14]=[CH:13][N:12]=[C:11]([NH:15][C:16]([N:18]3[CH2:23][CH2:22][CH:21]([N:24]4[CH2:29][CH2:28][CH2:27][CH2:26][CH2:25]4)[CH2:20][CH2:19]3)=[O:17])[CH:10]=2)=[CH:6][CH:5]=1)([O-])=O.[H][H].CCCCCC. The product is [NH2:1][C:4]1[CH:5]=[CH:6][C:7]([O:8][C:9]2[CH:14]=[CH:13][N:12]=[C:11]([NH:15][C:16]([N:18]3[CH2:19][CH2:20][CH:21]([N:24]4[CH2:29][CH2:28][CH2:27][CH2:26][CH2:25]4)[CH2:22][CH2:23]3)=[O:17])[CH:10]=2)=[CH:30][CH:31]=1. The catalyst is O1CCCC1.CO.C(OCC)C.[C].[Pd].